Dataset: Full USPTO retrosynthesis dataset with 1.9M reactions from patents (1976-2016). Task: Predict the reactants needed to synthesize the given product. (1) Given the product [Cl:1][C:2]1[CH:7]=[C:6]([N:8]([C:9]2[CH:14]=[CH:13][C:12]([N+:15]([O-:17])=[O:16])=[C:11]([F:18])[CH:10]=2)[CH3:21])[CH:5]=[CH:4][N:3]=1, predict the reactants needed to synthesize it. The reactants are: [Cl:1][C:2]1[CH:7]=[C:6]([NH:8][C:9]2[CH:14]=[CH:13][C:12]([N+:15]([O-:17])=[O:16])=[C:11]([F:18])[CH:10]=2)[CH:5]=[CH:4][N:3]=1.CI.[C:21]([O-])([O-])=O.[K+].[K+].CCOC(C)=O. (2) The reactants are: C([O:3][C:4]([C:6]1[N:15]=[C:14]([C:16]2[CH:21]=[CH:20][C:19]([CH:22]([CH3:24])[CH3:23])=[CH:18][CH:17]=2)[C:13]2[C:8](=[CH:9][CH:10]=[C:11]([O:25][CH2:26][C:27]#[CH:28])[CH:12]=2)[N:7]=1)=O)C.[H-].[Al+3].[Li+].[H-].[H-].[H-]. Given the product [CH:22]([C:19]1[CH:18]=[CH:17][C:16]([C:14]2[C:13]3[C:8](=[CH:9][CH:10]=[C:11]([O:25][CH2:26][C:27]#[CH:28])[CH:12]=3)[N:7]=[C:6]([CH2:4][OH:3])[N:15]=2)=[CH:21][CH:20]=1)([CH3:24])[CH3:23], predict the reactants needed to synthesize it. (3) Given the product [CH3:50][O:51][C:42]1[CH:41]=[CH:40][C:39]([C:32]([O:1][CH2:2][C@H:3]([NH:7][C:8]([C:10]2[C:19]3[C:14](=[CH:15][CH:16]=[CH:17][CH:18]=3)[N:13]=[C:12]([C:20]3[CH:25]=[CH:24][CH:23]=[CH:22][CH:21]=3)[CH:11]=2)=[O:9])[C@H:4]([OH:6])[CH3:5])([C:33]2[CH:34]=[CH:35][CH:36]=[CH:37][CH:38]=2)[C:31]2[CH:30]=[CH:29][C:28]([O:27][CH3:26])=[CH:47][CH:46]=2)=[CH:44][CH:43]=1, predict the reactants needed to synthesize it. The reactants are: [OH:1][CH2:2][C@H:3]([NH:7][C:8]([C:10]1[C:19]2[C:14](=[CH:15][CH:16]=[CH:17][CH:18]=2)[N:13]=[C:12]([C:20]2[CH:25]=[CH:24][CH:23]=[CH:22][CH:21]=2)[CH:11]=1)=[O:9])[C@H:4]([OH:6])[CH3:5].[CH3:26][O:27][C:28]1(OC)[CH:47]=[CH:46][C:31]([C:32](Cl)([C:39]2[CH:44]=[CH:43][CH:42]=[CH:41][CH:40]=2)[C:33]2[CH:38]=[CH:37][CH:36]=[CH:35][CH:34]=2)=[CH:30][CH2:29]1.[CH3:50][OH:51].